Dataset: Reaction yield outcomes from USPTO patents with 853,638 reactions. Task: Predict the reaction yield, written as a fraction of the theoretical maximum amount of product (1.0 means a 100% yield; for example, 0.34 means a 34% yield). The reactants are [CH:1]1([CH2:4][CH:5]=O)[CH2:3][CH2:2]1.ClCCl.[CH2:10]([O:12][C:13]([C@H:15]1[C@@H:20]([NH2:21])[C@H:19]2[CH2:22][C@@H:16]1[CH2:17][CH2:18]2)=[O:14])[CH3:11].C(O[BH-](OC(=O)C)OC(=O)C)(=O)C.[Na+]. The catalyst is CO.C(O)(=O)C. The product is [CH2:10]([O:12][C:13]([C@H:15]1[C@@H:20]([NH:21][CH2:5][CH2:4][CH:1]2[CH2:2][CH2:3]2)[C@H:19]2[CH2:22][C@@H:16]1[CH2:17][CH2:18]2)=[O:14])[CH3:11]. The yield is 0.849.